The task is: Predict the reactants needed to synthesize the given product.. This data is from Full USPTO retrosynthesis dataset with 1.9M reactions from patents (1976-2016). Given the product [N:2]([C@@H:5]1[CH2:9][N:8]([CH2:12][CH2:13][O:14][CH3:15])[CH2:7][C@H:6]1[OH:10])=[N+:3]=[N-:4], predict the reactants needed to synthesize it. The reactants are: Cl.[N:2]([C@@H:5]1[CH2:9][NH:8][CH2:7][C@H:6]1[OH:10])=[N+:3]=[N-:4].Br[CH2:12][CH2:13][O:14][CH3:15].CCN(C(C)C)C(C)C.CC1C=CC(S(O)(=O)=O)=CC=1.N.CO.